Task: Predict the reactants needed to synthesize the given product.. Dataset: Full USPTO retrosynthesis dataset with 1.9M reactions from patents (1976-2016) (1) Given the product [F:8][C:9]1[CH:14]=[C:13]([F:15])[C:12]([C:16]2[CH:21]=[N:20][CH:19]=[N:18][CH:17]=2)=[CH:11][C:10]=1/[C:22](=[N:7]/[S@:5]([C:2]([CH3:4])([CH3:3])[CH3:1])=[O:6])/[CH3:23], predict the reactants needed to synthesize it. The reactants are: [CH3:1][C:2]([S@:5]([NH2:7])=[O:6])([CH3:4])[CH3:3].[F:8][C:9]1[CH:14]=[C:13]([F:15])[C:12]([C:16]2[CH:17]=[N:18][CH:19]=[N:20][CH:21]=2)=[CH:11][C:10]=1[C:22](=O)[CH3:23].O.CCOC(C)=O. (2) The reactants are: [CH:1]([N:4]1[C:9](=[O:10])[CH:8]=[CH:7][C:6]([C:11]2[C:12]([C:21]3[CH:26]=[CH:25][CH:24]=[CH:23][CH:22]=3)=[N:13][CH:14]=[C:15]([CH:20]=2)[C:16](OC)=[O:17])=[N:5]1)([CH3:3])[CH3:2].[Li+].[BH4-].O.C(Cl)(Cl)Cl. Given the product [OH:17][CH2:16][C:15]1[CH:20]=[C:11]([C:6]2[CH:7]=[CH:8][C:9](=[O:10])[N:4]([CH:1]([CH3:2])[CH3:3])[N:5]=2)[C:12]([C:21]2[CH:22]=[CH:23][CH:24]=[CH:25][CH:26]=2)=[N:13][CH:14]=1, predict the reactants needed to synthesize it. (3) Given the product [NH2:6][CH2:15][C@@H:16]([NH:28][C:29](=[O:42])[C:30]1[CH:35]=[CH:34][C:33]([C:36]2[N:40]([CH3:41])[N:39]=[CH:38][N:37]=2)=[CH:32][CH:31]=1)[CH2:17][C:18]1[CH:23]=[CH:22][CH:21]=[CH:20][C:19]=1[C:24]([F:27])([F:26])[F:25], predict the reactants needed to synthesize it. The reactants are: O.NN.O=C1C2C(=CC=CC=2)C(=O)[N:6]1[CH2:15][C@@H:16]([NH:28][C:29](=[O:42])[C:30]1[CH:35]=[CH:34][C:33]([C:36]2[N:40]([CH3:41])[N:39]=[CH:38][N:37]=2)=[CH:32][CH:31]=1)[CH2:17][C:18]1[CH:23]=[CH:22][CH:21]=[CH:20][C:19]=1[C:24]([F:27])([F:26])[F:25]. (4) Given the product [NH2:7][C@@H:4]([CH2:3][C:2]([F:1])([CH3:19])[CH3:18])[CH2:5][OH:6], predict the reactants needed to synthesize it. The reactants are: [F:1][C:2]([CH3:19])([CH3:18])[CH2:3][C@H:4]([NH:7]C(=O)OCC1C=CC=CC=1)[CH2:5][OH:6]. (5) Given the product [C:17]1([C:11]2[CH:12]=[CH:13][CH:14]=[CH:15][CH:16]=2)[CH:22]=[CH:21][CH:20]=[CH:19][C:18]=1[O:23][C:5]1[CH:4]=[CH:3][C:2]([Br:1])=[CH:9][C:6]=1[C:7]#[N:8], predict the reactants needed to synthesize it. The reactants are: [Br:1][C:2]1[CH:3]=[CH:4][C:5](F)=[C:6]([CH:9]=1)[C:7]#[N:8].[C:11]1([C:17]2[CH:22]=[CH:21][CH:20]=[CH:19][C:18]=2[OH:23])[CH:16]=[CH:15][CH:14]=[CH:13][CH:12]=1.C(=O)([O-])[O-].[K+].[K+]. (6) Given the product [ClH:1].[Cl:1][C:2]1[CH:3]=[C:4]2[C:8](=[CH:9][CH:10]=1)[NH:7][C:6]([C:11]([NH:13][NH:14][C:15](=[O:24])[C:16]1[CH:21]=[CH:20][C:19]([F:22])=[CH:18][C:17]=1[NH2:23])=[O:12])=[CH:5]2, predict the reactants needed to synthesize it. The reactants are: [Cl:1][C:2]1[CH:3]=[C:4]2[C:8](=[CH:9][CH:10]=1)[NH:7][C:6]([C:11]([NH:13][NH:14][C:15](=[O:24])[C:16]1[CH:21]=[CH:20][C:19]([F:22])=[CH:18][C:17]=1[NH2:23])=[O:12])=[CH:5]2.Cl.O1CCOCC1.C(OCC)C.